Predict the reactants needed to synthesize the given product. From a dataset of Full USPTO retrosynthesis dataset with 1.9M reactions from patents (1976-2016). Given the product [C:7]([O:6][C:4](=[O:5])[C:3]1[CH:11]=[CH:12][C:13]([NH2:15])=[CH:14][C:2]=1[F:1])([CH3:10])([CH3:8])[CH3:9], predict the reactants needed to synthesize it. The reactants are: [F:1][C:2]1[CH:14]=[C:13]([N+:15]([O-])=O)[CH:12]=[CH:11][C:3]=1[C:4]([O:6][C:7]([CH3:10])([CH3:9])[CH3:8])=[O:5].[Cl-].[NH4+].